Predict the reactants needed to synthesize the given product. From a dataset of Full USPTO retrosynthesis dataset with 1.9M reactions from patents (1976-2016). (1) Given the product [CH:1]([O:4][C:5](=[O:30])[NH:6][C:7]1[CH:12]=[CH:11][C:10]([C:13]2[N:14]([CH2:26][CH:27]3[CH2:29][CH2:28]3)[C:15]3[C:20]([C:21]=2[C:35]#[C:34][CH:31]2[CH2:33][CH2:32]2)=[CH:19][CH:18]=[C:17]([O:23][CH2:24][CH3:25])[CH:16]=3)=[CH:9][CH:8]=1)([CH3:3])[CH3:2], predict the reactants needed to synthesize it. The reactants are: [CH:1]([O:4][C:5](=[O:30])[NH:6][C:7]1[CH:12]=[CH:11][C:10]([C:13]2[N:14]([CH2:26][CH:27]3[CH2:29][CH2:28]3)[C:15]3[C:20]([C:21]=2I)=[CH:19][CH:18]=[C:17]([O:23][CH2:24][CH3:25])[CH:16]=3)=[CH:9][CH:8]=1)([CH3:3])[CH3:2].[CH:31]1([C:34]#[CH:35])[CH2:33][CH2:32]1.C(N(CC)CC)C.CN(C=O)C. (2) Given the product [NH2:14][C:6]1[CH:5]=[C:4]([CH2:3][OH:2])[CH:9]=[C:8]([O:10][CH2:11][CH3:12])[C:7]=1[I:13], predict the reactants needed to synthesize it. The reactants are: C[O:2][C:3](=O)[C:4]1[CH:9]=[C:8]([O:10][CH2:11][CH3:12])[C:7]([I:13])=[C:6]([NH2:14])[CH:5]=1.[H-].C([Al+]CC(C)C)C(C)C. (3) Given the product [CH3:1][C:2]1[C:3]([CH2:11][NH2:12])=[C:4]2[C:8](=[CH:9][CH:10]=1)[NH:7][CH:6]=[CH:5]2, predict the reactants needed to synthesize it. The reactants are: [CH3:1][C:2]1[CH:10]=[CH:9][C:8]2[NH:7][CH:6]=[CH:5][C:4]=2[C:3]=1[C:11]#[N:12]. (4) Given the product [I:1][C:2]1[CH:7]=[CH:6][C:5]([NH2:8])=[CH:4][C:3]=1[C:11]1[NH:12][C:13]2[C:27]3[C:22]([C:21]4[CH:20]=[CH:19][CH:18]=[CH:17][C:16]=4[C:14]=2[N:15]=1)=[CH:23][CH:24]=[CH:25][CH:26]=3, predict the reactants needed to synthesize it. The reactants are: [I:1][C:2]1[CH:7]=[CH:6][C:5]([N+:8]([O-])=O)=[CH:4][C:3]=1[C:11]1[NH:15][C:14]2[C:16]3[C:21]([C:22]4[CH:23]=[CH:24][CH:25]=[CH:26][C:27]=4[C:13]=2[N:12]=1)=[CH:20][CH:19]=[CH:18][CH:17]=3.Cl.O.[OH-].[NH4+].